From a dataset of Full USPTO retrosynthesis dataset with 1.9M reactions from patents (1976-2016). Predict the reactants needed to synthesize the given product. (1) The reactants are: [N:1]([CH2:4][C:5]1[CH:10]=[CH:9][CH:8]=[C:7]([C:11]([OH:14])([CH3:13])[CH3:12])[N:6]=1)=[N+]=[N-]. Given the product [OH:14][C:11]([C:7]1[N:6]=[C:5]([CH2:4][NH2:1])[CH:10]=[CH:9][CH:8]=1)([CH3:13])[CH3:12], predict the reactants needed to synthesize it. (2) Given the product [Cl:1][C:2]1[CH:18]=[CH:17][C:5]2[CH2:6][CH2:7][N:8]([C:11](=[O:16])[C:12]([F:15])([F:14])[F:13])[CH2:9][CH2:10][C:4]=2[C:3]=1[NH:35][CH:33]([C:30]1[CH:31]=[CH:32][N:27]=[CH:28][CH:29]=1)[CH3:34], predict the reactants needed to synthesize it. The reactants are: [Cl:1][C:2]1[CH:18]=[CH:17][C:5]2[CH2:6][CH2:7][N:8]([C:11](=[O:16])[C:12]([F:15])([F:14])[F:13])[CH2:9][CH2:10][C:4]=2[C:3]=1OS(C(F)(F)F)(=O)=O.[N:27]1[CH:32]=[CH:31][C:30]([CH:33]([NH2:35])[CH3:34])=[CH:29][CH:28]=1. (3) Given the product [F:1][C:2]1[CH:28]=[CH:27][CH:26]=[C:25]([F:29])[C:3]=1[C:4]([N:6]([CH3:32])[C:7]([N:8]([CH3:23])[C:9]1[CH:14]=[CH:13][C:12]([S:15][C:16]([F:20])([F:21])[CH:17]([F:18])[F:19])=[CH:11][C:10]=1[CH3:22])=[O:24])=[O:5], predict the reactants needed to synthesize it. The reactants are: [F:1][C:2]1[CH:28]=[CH:27][CH:26]=[C:25]([F:29])[C:3]=1[C:4]([NH:6][C:7](=[O:24])[N:8]([CH3:23])[C:9]1[CH:14]=[CH:13][C:12]([S:15][C:16]([F:21])([F:20])[CH:17]([F:19])[F:18])=[CH:11][C:10]=1[CH3:22])=[O:5].[H-].[Na+].[CH3:32]I.[Cl-].[NH4+]. (4) Given the product [Cl:1][C:2]1[N:7]=[C:6]([C:8]2[S:12][C:11]([CH3:13])=[N:10][C:9]=2[C:14]2[CH:15]=[C:16]([NH2:20])[CH:17]=[CH:18][CH:19]=2)[CH:5]=[CH:4][N:3]=1, predict the reactants needed to synthesize it. The reactants are: [Cl:1][C:2]1[N:7]=[C:6]([C:8]2[S:12][C:11]([CH3:13])=[N:10][C:9]=2[C:14]2[CH:19]=[CH:18][CH:17]=[C:16]([N+:20]([O-])=O)[CH:15]=2)[CH:5]=[CH:4][N:3]=1. (5) Given the product [CH3:1][S:2]([C:5]1[CH:10]=[CH:9][CH:8]=[CH:7][C:6]=1[S:11]([NH:15][C:16]1[CH:17]=[C:18]2[C:22](=[CH:23][CH:24]=1)[N:21]([CH2:25][O:26][CH2:27][CH2:28][Si:29]([CH3:32])([CH3:30])[CH3:31])[N:20]=[C:19]2[S:33][C:34]1[CH:39]=[CH:38][CH:37]=[CH:36][CH:35]=1)(=[O:13])=[O:12])(=[O:4])=[O:3], predict the reactants needed to synthesize it. The reactants are: [CH3:1][S:2]([C:5]1[CH:10]=[CH:9][CH:8]=[CH:7][C:6]=1[S:11](Cl)(=[O:13])=[O:12])(=[O:4])=[O:3].[NH2:15][C:16]1[CH:17]=[C:18]2[C:22](=[CH:23][CH:24]=1)[N:21]([CH2:25][O:26][CH2:27][CH2:28][Si:29]([CH3:32])([CH3:31])[CH3:30])[N:20]=[C:19]2[S:33][C:34]1[CH:39]=[CH:38][CH:37]=[CH:36][CH:35]=1. (6) Given the product [CH3:38][C:39]([CH3:74])([CH3:73])/[CH:40]=[CH:41]/[C@H:42]1[O:47][C:46]([CH3:48])([CH3:49])[O:45][C@@H:44]([C@@H:50]([O:70][CH3:71])[C:51]([NH:53][C@@H:54]2[C:55](=[O:69])[N:56]([CH2:62][C:63]3[CH:64]=[N:65][CH:66]=[CH:67][CH:68]=3)[CH2:57][C@H:58]([O:15][C:1](=[O:16])[CH2:2][CH2:3][CH2:4][CH2:5][CH2:6][CH2:7][CH2:8][CH2:9][CH2:10][CH2:11][CH2:12][CH2:13][CH3:14])[CH2:59][CH2:60]2)=[O:52])[C@@H:43]1[OH:72], predict the reactants needed to synthesize it. The reactants are: [C:1]([OH:16])(=[O:15])[CH2:2][CH2:3][CH2:4][CH2:5][CH2:6][CH2:7][CH2:8][CH2:9][CH2:10][CH2:11][CH2:12][CH2:13][CH3:14].CN(C1C=CC=CN=1)C.Cl.C(N=C=NCCCN(C)C)C.[CH3:38][C:39]([CH3:74])([CH3:73])/[CH:40]=[CH:41]/[C@H:42]1[O:47][C:46]([CH3:49])([CH3:48])[O:45][C@@H:44]([C@@H:50]([O:70][CH3:71])[C:51]([NH:53][C@H:54]2[CH2:60][CH2:59][C@@H:58](O)[CH2:57][N:56]([CH2:62][C:63]3[CH:64]=[N:65][CH:66]=[CH:67][CH:68]=3)[C:55]2=[O:69])=[O:52])[C@@H:43]1[OH:72]. (7) Given the product [NH2:62][C@@:61]([C:54]1[CH:53]=[CH:52][C:51]2[C:56](=[C:57]([Cl:60])[C:58]([Cl:59])=[C:49]([O:48][C@H:45]3[CH2:46][CH2:47][C@H:42]([C:38]([CH3:40])([CH3:39])[CH3:41])[CH2:43][CH2:44]3)[C:50]=2[Cl:68])[CH:55]=1)([CH3:67])[CH2:65][OH:64], predict the reactants needed to synthesize it. The reactants are: N[C@@](C1C=CC2C(=CC=C(O[C@H]3CC[C@H](C(C)(C)C)CC3)C=2C2C=CC(OC(F)(F)F)=CC=2)C=1)(C)CO.[C:38]([C@H:42]1[CH2:47][CH2:46][C@H:45]([O:48][C:49]2[C:50]([Cl:68])=[C:51]3[C:56](=[C:57]([Cl:60])[C:58]=2[Cl:59])[CH:55]=[C:54]([C@:61]2([CH3:67])[CH2:65][O:64]C(=O)[NH:62]2)[CH:53]=[CH:52]3)[CH2:44][CH2:43]1)([CH3:41])([CH3:40])[CH3:39].